Predict the product of the given reaction. From a dataset of Forward reaction prediction with 1.9M reactions from USPTO patents (1976-2016). (1) Given the reactants [C:1]([O:5][C:6]([NH:8][CH2:9][C:10]1[N:11]([CH2:32][CH:33]([CH3:35])[CH3:34])[C:12](=[O:31])[C:13]2[C:18]([C:19]=1[C:20]1[CH:25]=[CH:24][CH:23]=[CH:22][CH:21]=1)=[CH:17][C:16](/[CH:26]=[CH:27]/[C:28]([OH:30])=O)=[CH:15][CH:14]=2)=[O:7])([CH3:4])([CH3:3])[CH3:2].Cl.C([N:39]=C=NCCCN(C)C)C.[NH4+].ON1C2C=CC=CC=2N=N1.O, predict the reaction product. The product is: [C:1]([O:5][C:6]([NH:8][CH2:9][C:10]1[N:11]([CH2:32][CH:33]([CH3:35])[CH3:34])[C:12](=[O:31])[C:13]2[C:18]([C:19]=1[C:20]1[CH:25]=[CH:24][CH:23]=[CH:22][CH:21]=1)=[CH:17][C:16](/[CH:26]=[CH:27]/[C:28]([NH2:39])=[O:30])=[CH:15][CH:14]=2)=[O:7])([CH3:2])([CH3:3])[CH3:4]. (2) Given the reactants [C:1]1([C:7]2[N:8]=[C:9]([C:23]3[CH:28]=[CH:27][N:26]=[C:25]([NH:29]C(=O)C)[CH:24]=3)[S:10][C:11]=2[C:12]2[N:16]=[CH:15][N:14]([CH:17]3[CH2:22][CH2:21][CH2:20][CH2:19][O:18]3)[N:13]=2)[CH:6]=[CH:5][CH:4]=[CH:3][CH:2]=1.O1CCCC1.CO.[OH-].[Na+], predict the reaction product. The product is: [C:1]1([C:7]2[N:8]=[C:9]([C:23]3[CH:28]=[CH:27][N:26]=[C:25]([NH2:29])[CH:24]=3)[S:10][C:11]=2[C:12]2[N:16]=[CH:15][N:14]([CH:17]3[CH2:22][CH2:21][CH2:20][CH2:19][O:18]3)[N:13]=2)[CH:2]=[CH:3][CH:4]=[CH:5][CH:6]=1. (3) The product is: [Br:3][C:4]1[CH:5]=[C:6]2[C:11](=[CH:12][CH:13]=1)[CH2:10][O:9][CH2:8][CH:7]2[OH:14]. Given the reactants [BH4-].[Na+].[Br:3][C:4]1[CH:5]=[C:6]2[C:11](=[CH:12][CH:13]=1)[CH2:10][O:9][CH2:8][C:7]2=[O:14], predict the reaction product. (4) Given the reactants [Cl:1][C:2]1[CH:9]=[C:8]([N:10]([CH2:16][C:17]2[CH:22]=[CH:21][CH:20]=[CH:19][C:18]=2[Cl:23])[C@H:11]2[CH2:15][CH2:14][NH:13][CH2:12]2)[CH:7]=[CH:6][C:3]=1[C:4]#[N:5].Cl[CH2:25][C:26]([N:28]([CH3:30])[CH3:29])=[O:27], predict the reaction product. The product is: [Cl:1][C:2]1[CH:9]=[C:8]([N:10]([CH2:16][C:17]2[CH:22]=[CH:21][CH:20]=[CH:19][C:18]=2[Cl:23])[C@H:11]2[CH2:15][CH2:14][N:13]([CH2:25][C:26]([N:28]([CH3:30])[CH3:29])=[O:27])[CH2:12]2)[CH:7]=[CH:6][C:3]=1[C:4]#[N:5]. (5) Given the reactants [Cl:1][C:2]1[CH:7]=[CH:6][C:5]([S:8]([NH:11][CH:12]2[CH2:17][O:16][C:15]([CH3:19])([CH3:18])[O:14][CH2:13]2)(=[O:10])=[O:9])=[CH:4][CH:3]=1.O[CH2:21][C:22]1[CH:31]=[CH:30][C:25]([C:26]([O:28][CH3:29])=[O:27])=[CH:24][CH:23]=1.C1(P(C2C=CC=CC=2)C2C=CC=CC=2)C=CC=CC=1.CC(OC(/N=N/C(OC(C)C)=O)=O)C, predict the reaction product. The product is: [Cl:1][C:2]1[CH:3]=[CH:4][C:5]([S:8]([N:11]([CH2:21][C:22]2[CH:31]=[CH:30][C:25]([C:26]([O:28][CH3:29])=[O:27])=[CH:24][CH:23]=2)[CH:12]2[CH2:13][O:14][C:15]([CH3:19])([CH3:18])[O:16][CH2:17]2)(=[O:9])=[O:10])=[CH:6][CH:7]=1. (6) Given the reactants C([O:3][C:4](=[O:25])[C@@H:5]([O:22][CH2:23][CH3:24])[CH2:6][C:7]1[CH:12]=[CH:11][C:10]([O:13][CH2:14][C:15]2[S:16][C:17](Br)=[CH:18][C:19]=2[CH3:20])=[CH:9][CH:8]=1)C.[CH:26]([N:29]1[N:33]=[N:32][C:31]([C:34]2[CH:39]=[CH:38][C:37](B3OC(C)(C)C(C)(C)O3)=[CH:36][CH:35]=2)=[N:30]1)([CH3:28])[CH3:27], predict the reaction product. The product is: [CH2:23]([O:22][C@@H:5]([CH2:6][C:7]1[CH:8]=[CH:9][C:10]([O:13][CH2:14][C:15]2[S:16][C:17]([C:37]3[CH:36]=[CH:35][C:34]([C:31]4[N:32]=[N:33][N:29]([CH:26]([CH3:28])[CH3:27])[N:30]=4)=[CH:39][CH:38]=3)=[CH:18][C:19]=2[CH3:20])=[CH:11][CH:12]=1)[C:4]([OH:3])=[O:25])[CH3:24].